Dataset: Drug half-life prediction data from Obach et al.. Task: Regression/Classification. Given a drug SMILES string, predict its absorption, distribution, metabolism, or excretion properties. Task type varies by dataset: regression for continuous measurements (e.g., permeability, clearance, half-life) or binary classification for categorical outcomes (e.g., BBB penetration, CYP inhibition). For this dataset (half_life_obach), we predict log10(half-life) (log10 of half-life in hours). The compound is CN(C)CCC=C1c2ccccc2COc2ccccc21. The log10(half-life) is 1.18.